From a dataset of Kir2.1 potassium channel HTS with 301,493 compounds. Binary Classification. Given a drug SMILES string, predict its activity (active/inactive) in a high-throughput screening assay against a specified biological target. (1) The drug is O1C(OCCCCO)CC(C=C1C(=O)N1CCN(CC1)Cc1cc2OCOc2cc1)c1ccccc1. The result is 0 (inactive). (2) The drug is O=c1[nH]c2c(cc1CCNC(=O)C)ccc(c2C)C. The result is 0 (inactive).